The task is: Regression/Classification. Given a drug SMILES string, predict its absorption, distribution, metabolism, or excretion properties. Task type varies by dataset: regression for continuous measurements (e.g., permeability, clearance, half-life) or binary classification for categorical outcomes (e.g., BBB penetration, CYP inhibition). Dataset: cyp1a2_veith.. This data is from CYP1A2 inhibition data for predicting drug metabolism from PubChem BioAssay. (1) The drug is C=C(C)[C@H]1CC[C@]2(C(=O)O)CC[C@]3(C)[C@@H](CC[C@@H]4[C@]3(C)CC[C@H]3C(C)(C)[C@H](O)CC[C@]43C)[C@H]12. The result is 0 (non-inhibitor). (2) The result is 0 (non-inhibitor). The molecule is NC(N)=NCCN1CCCCCCC1.